Dataset: Peptide-MHC class II binding affinity with 134,281 pairs from IEDB. Task: Regression. Given a peptide amino acid sequence and an MHC pseudo amino acid sequence, predict their binding affinity value. This is MHC class II binding data. (1) The peptide sequence is LNVTSEDLGKTFSVG. The MHC is DRB3_0301 with pseudo-sequence DRB3_0301. The binding affinity (normalized) is 0.450. (2) The peptide sequence is DGQGKAVWGKNSCAK. The MHC is DRB5_0101 with pseudo-sequence DRB5_0101. The binding affinity (normalized) is 0.302. (3) The peptide sequence is DVKFPGAGQIVGGVY. The binding affinity (normalized) is 0.729. The MHC is HLA-DQA10501-DQB10301 with pseudo-sequence HLA-DQA10501-DQB10301. (4) The peptide sequence is SGAGWSGMAEATSLD. The MHC is DRB1_1201 with pseudo-sequence DRB1_1201. The binding affinity (normalized) is 0.